From a dataset of Full USPTO retrosynthesis dataset with 1.9M reactions from patents (1976-2016). Predict the reactants needed to synthesize the given product. Given the product [OH:1][C:2]([CH3:33])([CH3:31])[CH2:3][N:4]1[CH:8]=[CH:7][C:6]([NH:9][C:10](=[O:30])[C@@H:11]([N:16]2[CH2:20][C:19]([O:21][C:22]3[CH:27]=[CH:26][CH:25]=[CH:24][C:23]=3[F:28])=[CH:18][C:17]2=[O:29])[CH2:12][CH:13]([CH3:14])[CH3:15])=[N:5]1, predict the reactants needed to synthesize it. The reactants are: [OH:1][C@@H:2]([CH2:31]O)[CH2:3][N:4]1[CH:8]=[CH:7][C:6]([NH:9][C:10](=[O:30])[C@@H:11]([N:16]2[CH2:20][C:19]([O:21][C:22]3[CH:27]=[CH:26][CH:25]=[CH:24][C:23]=3[F:28])=[CH:18][C:17]2=[O:29])[CH2:12][CH:13]([CH3:15])[CH3:14])=[N:5]1.[CH3:33]N(C)CCCN=C=NCC.ON1C2C=CC=CC=2N=N1.Cl.O[C@@H](CO)CN1C=CC(NC(=O)[C@@H](N2CC(OC3C=CC=C(Cl)C=3Cl)=CC2=O)CC(C)C)=N1.